Dataset: Reaction yield outcomes from USPTO patents with 853,638 reactions. Task: Predict the reaction yield, written as a fraction of the theoretical maximum amount of product (1.0 means a 100% yield; for example, 0.34 means a 34% yield). The reactants are [F:1][C:2]1[CH:11]=[CH:10][CH:9]=[C:8]2[C:3]=1[C:4]([CH2:21][C:22]([O:24][C:25](C)(C)C)=[O:23])=[N:5][C:6]([N:12]1[CH2:17][CH2:16][N:15]3[CH2:18][CH2:19][CH2:20][C@@H:14]3[CH2:13]1)=[N:7]2.Cl. The catalyst is CO. The product is [F:1][C:2]1[CH:11]=[CH:10][CH:9]=[C:8]2[C:3]=1[C:4]([CH2:21][C:22]([O:24][CH3:25])=[O:23])=[N:5][C:6]([N:12]1[CH2:17][CH2:16][N:15]3[CH2:18][CH2:19][CH2:20][C@@H:14]3[CH2:13]1)=[N:7]2. The yield is 1.00.